Dataset: Full USPTO retrosynthesis dataset with 1.9M reactions from patents (1976-2016). Task: Predict the reactants needed to synthesize the given product. (1) Given the product [CH2:1]([O:8][C:9]1[CH:14]=[C:13]([Cl:15])[CH:12]=[CH:11][C:10]=1[C:16]1[N:20]=[C:19]([CH2:21][Br:24])[S:18][N:17]=1)[C:2]1[CH:7]=[CH:6][CH:5]=[CH:4][CH:3]=1, predict the reactants needed to synthesize it. The reactants are: [CH2:1]([O:8][C:9]1[CH:14]=[C:13]([Cl:15])[CH:12]=[CH:11][C:10]=1[C:16]1[N:20]=[C:19]([CH2:21]O)[S:18][N:17]=1)[C:2]1[CH:7]=[CH:6][CH:5]=[CH:4][CH:3]=1.P(Br)(Br)[Br:24].O. (2) Given the product [ClH:59].[CH3:12][O:13][C:14](=[O:22])[C:15]1[CH:20]=[CH:19][C:18]([O:21][CH2:9][CH2:8][NH2:7])=[CH:17][CH:16]=1, predict the reactants needed to synthesize it. The reactants are: C(OC(=O)[NH:7][CH2:8][CH2:9]O)(C)(C)C.[CH3:12][O:13][C:14](=[O:22])[C:15]1[CH:20]=[CH:19][C:18]([OH:21])=[CH:17][CH:16]=1.C1(P(C2C=CC=CC=2)C2C=CC=CC=2)C=CC=CC=1.N(C(OC(C)C)=O)=NC(OC(C)C)=O.C([Cl:59])(=O)C. (3) Given the product [CH2:51]([O:58][C:59]1[CH:60]=[C:75]([C@@H:74]([OH:86])[C@:73]([OH:80])([CH3:72])[C:4]([O:6][CH2:7][CH3:8])=[O:5])[CH:76]=[CH:71][CH:70]=1)[C:52]1[CH:53]=[CH:54][CH:55]=[CH:56][CH:57]=1, predict the reactants needed to synthesize it. The reactants are: C(/C(=C\C1C=CC=C(OCC2C=CC=CC=2)C=1)/[C:4]([O:6][CH2:7][CH3:8])=[O:5])C.CC[C@H]1[C@H]2C[C@H]([C@H](OC3[C:57]4[C:52](=[CH:53][CH:54]=[CH:55][CH:56]=4)[C:51]([O:58][C@H:59]([C:70]4C=CN=[C:76]5[C:71]=4[CH:72]=[C:73]([O:80]C)[CH:74]=[CH:75]5)[C@@H:60]4N5C[C@H](CC)[C@@H](CC5)C4)=NN=3)C3C=CN=C4C=3C=C(OC)C=C4)N(CC2)C1.CC([OH:86])(C)C.